This data is from NCI-60 drug combinations with 297,098 pairs across 59 cell lines. The task is: Regression. Given two drug SMILES strings and cell line genomic features, predict the synergy score measuring deviation from expected non-interaction effect. (1) Drug 1: CN1CCC(CC1)COC2=C(C=C3C(=C2)N=CN=C3NC4=C(C=C(C=C4)Br)F)OC. Drug 2: CC1C(C(CC(O1)OC2CC(OC(C2O)C)OC3=CC4=CC5=C(C(=O)C(C(C5)C(C(=O)C(C(C)O)O)OC)OC6CC(C(C(O6)C)O)OC7CC(C(C(O7)C)O)OC8CC(C(C(O8)C)O)(C)O)C(=C4C(=C3C)O)O)O)O. Cell line: MOLT-4. Synergy scores: CSS=13.8, Synergy_ZIP=14.9, Synergy_Bliss=20.8, Synergy_Loewe=21.1, Synergy_HSA=20.3. (2) Cell line: DU-145. Drug 1: C1=NC(=NC(=O)N1C2C(C(C(O2)CO)O)O)N. Drug 2: C(CN)CNCCSP(=O)(O)O. Synergy scores: CSS=29.5, Synergy_ZIP=-2.02, Synergy_Bliss=3.12, Synergy_Loewe=-46.8, Synergy_HSA=0.931. (3) Drug 1: CC1C(C(CC(O1)OC2CC(CC3=C2C(=C4C(=C3O)C(=O)C5=C(C4=O)C(=CC=C5)OC)O)(C(=O)C)O)N)O.Cl. Drug 2: C1=NC2=C(N1)C(=S)N=CN2. Cell line: SK-OV-3. Synergy scores: CSS=7.80, Synergy_ZIP=-12.8, Synergy_Bliss=-18.5, Synergy_Loewe=-19.7, Synergy_HSA=-16.0. (4) Drug 1: CC(C)(C#N)C1=CC(=CC(=C1)CN2C=NC=N2)C(C)(C)C#N. Drug 2: C1CCC(C(C1)N)N.C(=O)(C(=O)[O-])[O-].[Pt+4]. Cell line: SF-295. Synergy scores: CSS=18.0, Synergy_ZIP=-2.30, Synergy_Bliss=-0.887, Synergy_Loewe=-1.12, Synergy_HSA=-2.35. (5) Drug 1: CS(=O)(=O)CCNCC1=CC=C(O1)C2=CC3=C(C=C2)N=CN=C3NC4=CC(=C(C=C4)OCC5=CC(=CC=C5)F)Cl. Drug 2: CC(C)(C#N)C1=CC(=CC(=C1)CN2C=NC=N2)C(C)(C)C#N. Cell line: BT-549. Synergy scores: CSS=3.08, Synergy_ZIP=-1.40, Synergy_Bliss=-1.41, Synergy_Loewe=-2.06, Synergy_HSA=-1.44. (6) Drug 2: C(CC(=O)O)C(=O)CN.Cl. Cell line: OVCAR-8. Drug 1: CC1=C(N=C(N=C1N)C(CC(=O)N)NCC(C(=O)N)N)C(=O)NC(C(C2=CN=CN2)OC3C(C(C(C(O3)CO)O)O)OC4C(C(C(C(O4)CO)O)OC(=O)N)O)C(=O)NC(C)C(C(C)C(=O)NC(C(C)O)C(=O)NCCC5=NC(=CS5)C6=NC(=CS6)C(=O)NCCC[S+](C)C)O. Synergy scores: CSS=45.6, Synergy_ZIP=-0.0760, Synergy_Bliss=-0.0548, Synergy_Loewe=-60.7, Synergy_HSA=-1.48. (7) Drug 1: CCN(CC)CCNC(=O)C1=C(NC(=C1C)C=C2C3=C(C=CC(=C3)F)NC2=O)C. Drug 2: C1=CC=C(C(=C1)C(C2=CC=C(C=C2)Cl)C(Cl)Cl)Cl. Cell line: NCI-H522. Synergy scores: CSS=2.11, Synergy_ZIP=1.18, Synergy_Bliss=2.50, Synergy_Loewe=1.26, Synergy_HSA=1.18.